Dataset: Full USPTO retrosynthesis dataset with 1.9M reactions from patents (1976-2016). Task: Predict the reactants needed to synthesize the given product. (1) Given the product [NH2:29][CH:28]([CH2:27][C:26]1[CH:33]=[CH:34][C:23]([C:2]2[CH:7]=[C:6]([O:8][CH:9]([C:14]3[CH:19]=[CH:18][CH:17]=[CH:16][CH:15]=3)[C:10]([F:13])([F:12])[F:11])[N:5]=[CH:4][N:3]=2)=[CH:24][CH:25]=1)[C:30]([OH:32])=[O:31], predict the reactants needed to synthesize it. The reactants are: Cl[C:2]1[CH:7]=[C:6]([O:8][CH:9]([C:14]2[CH:19]=[CH:18][CH:17]=[CH:16][CH:15]=2)[C:10]([F:13])([F:12])[F:11])[N:5]=[CH:4][N:3]=1.B([C:23]1[CH:34]=[CH:33][C:26]([CH2:27][C@@H:28]([C:30]([OH:32])=[O:31])[NH2:29])=[CH:25][CH:24]=1)(O)O.C(#N)C.C(=O)([O-])[O-].[Na+].[Na+]. (2) The reactants are: Cl.[CH3:2][NH:3][O:4][CH3:5].C([C:8]1[CH:13]=[CH:12][C:11]([C:14]2[CH:22]3[CH:17]([NH:18][C:19](=[O:26])[C:20]([C:24]#[N:25])=[C:21]3[OH:23])[S:16][CH:15]=2)=[CH:10][CH:9]=1)=O.[C:27]([O-:30])(=[O:29])C.[Na+]. Given the product [C:24]([C:20]1[C:19](=[O:26])[NH:18][CH:17]2[S:16][CH:15]=[C:14]([C:11]3[CH:10]=[CH:9][C:8]([CH:2]=[N:3][O:4][CH2:5][C:27]([OH:30])=[O:29])=[CH:13][CH:12]=3)[CH:22]2[C:21]=1[OH:23])#[N:25], predict the reactants needed to synthesize it. (3) Given the product [O:29]=[C:27]1[NH:26][C:25](=[O:30])[CH:24]([CH2:23][C:20]2[CH:19]=[CH:18][C:17]([C:13]3[CH:14]=[CH:15][CH:16]=[C:11]([CH2:10][N:9]([CH3:8])[C:36]([C:32]4[S:31][CH:35]=[CH:34][CH:33]=4)=[O:37])[CH:12]=3)=[CH:22][CH:21]=2)[S:28]1, predict the reactants needed to synthesize it. The reactants are: FC(F)(F)C(O)=O.[CH3:8][NH:9][CH2:10][C:11]1[CH:12]=[C:13]([C:17]2[CH:22]=[CH:21][C:20]([CH2:23][CH:24]3[S:28][C:27](=[O:29])[NH:26][C:25]3=[O:30])=[CH:19][CH:18]=2)[CH:14]=[CH:15][CH:16]=1.[S:31]1[CH:35]=[CH:34][CH:33]=[C:32]1[C:36](Cl)=[O:37]. (4) The reactants are: [F-].[CH2:15]([N+]([CH2:15][CH2:16][CH2:17][CH3:18])([CH2:15][CH2:16][CH2:17][CH3:18])[CH2:15][CH2:16][CH2:17][CH3:18])[CH2:16][CH2:17][CH3:18].C(N(CC)[CH:23]([CH3:25])[CH3:24])(C)C.[F:28][C:29]([F:42])([F:41])[S:30]([O:33]S(C(F)(F)F)(=O)=O)(=[O:32])=[O:31].[C:43](=O)=[O:44].C[OH:47].[O:48]1[CH2:52]CC[CH2:49]1. Given the product [F:28][C:29]([F:42])([F:41])[S:30]([O:33][C:23]1[CH:24]=[C:15]([O:44][CH3:43])[C:16]([C:17](=[O:47])[CH3:18])=[C:49]([O:48][CH3:52])[CH:25]=1)(=[O:32])=[O:31], predict the reactants needed to synthesize it. (5) Given the product [Br:11][C:3]1[C:2]([F:1])=[CH:7][CH:6]=[C:5]([F:8])[N:4]=1, predict the reactants needed to synthesize it. The reactants are: [F:1][C:2]1[C:3](NN)=[N:4][C:5]([F:8])=[CH:6][CH:7]=1.[Br:11]Br. (6) Given the product [F:1][C:2]1[CH:33]=[C:32]([F:34])[CH:31]=[CH:30][C:3]=1[O:4][C:5]1[N:10]=[C:9]2[NH:11][N:12]=[C:13]([C:14]3[CH:19]=[CH:18][C:17]([OH:20])=[CH:16][C:15]=3[CH3:21])[C:8]2=[CH:7][N:6]=1, predict the reactants needed to synthesize it. The reactants are: [F:1][C:2]1[CH:33]=[C:32]([F:34])[CH:31]=[CH:30][C:3]=1[O:4][C:5]1[N:10]=[C:9]2[N:11](COCC[Si](C)(C)C)[N:12]=[C:13]([C:14]3[CH:19]=[CH:18][C:17]([OH:20])=[CH:16][C:15]=3[CH3:21])[C:8]2=[CH:7][N:6]=1.Cl. (7) Given the product [NH2:1][C:2]1[C:23]([I:25])=[CH:22][C:5]([CH2:6][NH:7][C:8]([NH:10][CH2:11][C:12]2[CH:17]=[CH:16][C:15]([C:18]([CH3:19])([CH3:20])[CH3:21])=[CH:14][CH:13]=2)=[O:9])=[CH:4][C:3]=1[F:24], predict the reactants needed to synthesize it. The reactants are: [NH2:1][C:2]1[CH:23]=[CH:22][C:5]([CH2:6][NH:7][C:8]([NH:10][CH2:11][C:12]2[CH:17]=[CH:16][C:15]([C:18]([CH3:21])([CH3:20])[CH3:19])=[CH:14][CH:13]=2)=[O:9])=[CH:4][C:3]=1[F:24].[I:25]I.